This data is from Forward reaction prediction with 1.9M reactions from USPTO patents (1976-2016). The task is: Predict the product of the given reaction. (1) Given the reactants [Cl-:1].[NH4+].O.[CH3:4][NH:5][C@@H:6]1[C:11]2[CH:12]=[CH:13][CH:14]=[CH:15][C:10]=2[C@H:9]([C:16]2[CH:17]=[CH:18][C:19]([Cl:23])=[C:20]([Cl:22])[CH:21]=2)[CH2:8][CH2:7]1.N, predict the reaction product. The product is: [CH3:4][NH:5][C@@H:6]1[C:11]2[CH:12]=[CH:13][CH:14]=[CH:15][C:10]=2[C@H:9]([C:16]2[CH:17]=[CH:18][C:19]([Cl:23])=[C:20]([Cl:22])[CH:21]=2)[CH2:8][CH2:7]1.[ClH:1]. (2) Given the reactants Cl[C:2]1[CH:7]=[CH:6][C:5]([Cl:8])=[CH:4][C:3]=1[N+:9]([O-])=O.[C:12]1([C:18]2([C:25]3[CH:30]=[CH:29][CH:28]=[CH:27][CH:26]=3)[CH2:23][CH2:22][CH2:21][NH:20][C:19]2=O)[CH:17]=[CH:16][CH:15]=[CH:14][CH:13]=1, predict the reaction product. The product is: [Cl:8][C:5]1[CH:6]=[CH:7][C:2]2[N:20]3[CH2:21][CH2:22][CH2:23][C:18]([C:25]4[CH:30]=[CH:29][CH:28]=[CH:27][CH:26]=4)([C:12]4[CH:17]=[CH:16][CH:15]=[CH:14][CH:13]=4)[C:19]3=[N:9][C:3]=2[CH:4]=1. (3) Given the reactants [OH:1][C:2]1[CH:7]=[CH:6][C:5]([C:8](=[O:10])[CH3:9])=[CH:4][CH:3]=1.C(=O)([O-])[O-].[K+].[K+].S([O-])(=O)(=O)C.[CH2:22]([N:24]([CH2:29][CH3:30])[CH2:25][CH2:26][CH2:27]O)[CH3:23].CS(Cl)(=O)=O, predict the reaction product. The product is: [CH2:22]([N:24]([CH2:29][CH3:30])[CH2:25][CH2:26][CH2:27][O:1][C:2]1[CH:7]=[CH:6][C:5]([C:8](=[O:10])[CH3:9])=[CH:4][CH:3]=1)[CH3:23]. (4) Given the reactants [C:1]([C:5]1[CH:21]=[CH:20][C:8]([CH2:9][C:10]2[O:14][N:13]=[C:12]([C:15]([O:17]CC)=O)[N:11]=2)=[CH:7][CH:6]=1)([CH3:4])([CH3:3])[CH3:2].Cl.[Cl:23][C:24]1[CH:25]=[C:26]2[C:30](=[CH:31][CH:32]=1)[NH:29][CH:28]=[C:27]2[CH2:33][CH2:34][NH2:35].CN(C(ON1N=NC2C=CC=NC1=2)=[N+](C)C)C.F[P-](F)(F)(F)(F)F.C(N(CC)C(C)C)(C)C, predict the reaction product. The product is: [C:1]([C:5]1[CH:6]=[CH:7][C:8]([CH2:9][C:10]2[O:14][N:13]=[C:12]([C:15]([NH:35][CH2:34][CH2:33][C:27]3[C:26]4[C:30](=[CH:31][CH:32]=[C:24]([Cl:23])[CH:25]=4)[NH:29][CH:28]=3)=[O:17])[N:11]=2)=[CH:20][CH:21]=1)([CH3:2])([CH3:3])[CH3:4]. (5) Given the reactants [C:1]1([C:7]2[CH2:11][CH:10]([CH2:12][CH2:13][CH2:14][CH:15]=O)[O:9][N:8]=2)[CH:6]=[CH:5][CH:4]=[CH:3][CH:2]=1.Cl.[CH3:18][O:19][C:20]1[CH:25]=[CH:24][CH:23]=[CH:22][C:21]=1[N:26]1[CH2:31][CH2:30][NH:29][CH2:28][CH2:27]1.[BH-](OC(C)=O)(OC(C)=O)OC(C)=O.[Na+].C(N(C(C)C)CC)(C)C, predict the reaction product. The product is: [CH3:18][O:19][C:20]1[CH:25]=[CH:24][CH:23]=[CH:22][C:21]=1[N:26]1[CH2:31][CH2:30][NH:29][CH2:28][CH:27]1[CH2:15][CH2:14][CH2:13][CH2:12][CH:10]1[O:9][N:8]=[C:7]([C:1]2[CH:2]=[CH:3][CH:4]=[CH:5][CH:6]=2)[CH2:11]1. (6) Given the reactants [C:1]([N:4]1[C:8]2[CH:9]=[CH:10][CH:11]=[CH:12][C:7]=2[NH:6][C:5]1=[O:13])([CH3:3])=[CH2:2].[C:14]([O:18][CH2:19][CH3:20])(=[O:17])[CH:15]=[CH2:16].[OH-].C([N+](C)(C)C)C1C=CC=CC=1.CO, predict the reaction product. The product is: [CH2:19]([O:18][C:14](=[O:17])[CH2:15][CH2:16][N:6]1[C:7]2[CH:12]=[CH:11][CH:10]=[CH:9][C:8]=2[N:4]([C:1]([CH3:3])=[CH2:2])[C:5]1=[O:13])[CH3:20]. (7) Given the reactants [Br:1][C:2]1[CH:7]=[C:6]2[NH:8][C:9](=[O:42])[C:10]3([CH:15]([C:16]4[CH:21]=[C:20]([Cl:22])[CH:19]=[CH:18][C:17]=4[O:23][C:24]([CH2:31][CH3:32])([C:27]([O:29]C)=[O:28])[CH2:25][CH3:26])[CH2:14][C:13](=[O:33])[NH:12][CH:11]3[C:34]3[CH:39]=[C:38]([F:40])[CH:37]=[CH:36][C:35]=3[CH3:41])[C:5]2=[CH:4][CH:3]=1.O[Li].O.O, predict the reaction product. The product is: [Br:1][C:2]1[CH:7]=[C:6]2[NH:8][C:9](=[O:42])[C:10]3([CH:15]([C:16]4[CH:21]=[C:20]([Cl:22])[CH:19]=[CH:18][C:17]=4[O:23][C:24]([CH2:31][CH3:32])([C:27]([OH:29])=[O:28])[CH2:25][CH3:26])[CH2:14][C:13](=[O:33])[NH:12][CH:11]3[C:34]3[CH:39]=[C:38]([F:40])[CH:37]=[CH:36][C:35]=3[CH3:41])[C:5]2=[CH:4][CH:3]=1. (8) Given the reactants [OH:1][CH2:2][C:3]([CH3:9])([CH3:8])[C:4]([O:6][CH3:7])=[O:5].[C:10]([Si:14](Cl)([C:21]1[CH:26]=[CH:25][CH:24]=[CH:23][CH:22]=1)[C:15]1[CH:20]=[CH:19][CH:18]=[CH:17][CH:16]=1)([CH3:13])([CH3:12])[CH3:11].N1C=CN=C1, predict the reaction product. The product is: [Si:14]([O:1][CH2:2][C:3]([CH3:9])([CH3:8])[C:4]([O:6][CH3:7])=[O:5])([C:10]([CH3:13])([CH3:12])[CH3:11])([C:21]1[CH:22]=[CH:23][CH:24]=[CH:25][CH:26]=1)[C:15]1[CH:20]=[CH:19][CH:18]=[CH:17][CH:16]=1. (9) Given the reactants C[Si](I)(C)C.[CH3:6][O:7][C:8](=[O:33])[C@H:9]([NH:22]C(OCC1C=CC=CC=1)=O)[CH2:10][C:11]1[C:20]([Br:21])=[CH:19][C:14]2[NH:15][C:16](=[O:18])[O:17][C:13]=2[CH:12]=1.C(N(CC)CC)C, predict the reaction product. The product is: [CH3:6][O:7][C:8](=[O:33])[C@H:9]([NH2:22])[CH2:10][C:11]1[C:20]([Br:21])=[CH:19][C:14]2[NH:15][C:16](=[O:18])[O:17][C:13]=2[CH:12]=1. (10) The product is: [Cl:1][C:2]1[CH:16]=[CH:15][C:5]([O:6][CH2:7][C:8]([Cl:17])=[O:9])=[CH:4][CH:3]=1. Given the reactants [Cl:1][C:2]1[CH:16]=[CH:15][C:5]([O:6][CH2:7][C:8](OC(C)(C)C)=[O:9])=[CH:4][CH:3]=1.[ClH:17], predict the reaction product.